This data is from Full USPTO retrosynthesis dataset with 1.9M reactions from patents (1976-2016). The task is: Predict the reactants needed to synthesize the given product. (1) Given the product [CH:30]([C:29]1[O:32][C:26]([CH:25]=[O:24])=[CH:27][CH:28]=1)=[O:31].[OH:24][CH2:25][C:26]1[O:32][C:29]([C:30]([OH:8])=[O:31])=[CH:28][CH:27]=1.[CH:19]([C:3]1[CH:4]=[CH:6][O:24][C:2]=1[C:7]([OH:9])=[O:8])=[O:20].[O:24]1[C:2]([C:7]([OH:9])=[O:8])=[CH:3][CH:4]=[C:6]1[C:19]([OH:21])=[O:20], predict the reactants needed to synthesize it. The reactants are: N[C@H:2]([C:7]([OH:9])=[O:8])[CH2:3][CH:4]([CH3:6])C.N[C@H]([C:19]([OH:21])=[O:20])CC1C=CC=CC=1.OO.[OH:24][CH2:25][C:26]1[O:32][C:29]([CH:30]=[O:31])=[CH:28][CH:27]=1. (2) Given the product [NH2:25][C:20]1[N:19]=[C:18]([C@:15]2([CH3:17])[CH2:14][C@@H:13]([C:39]([F:41])([F:40])[F:42])[O:12][C:11]([NH2:10])=[N:16]2)[C:23]([F:24])=[CH:22][CH:21]=1, predict the reactants needed to synthesize it. The reactants are: COC1C=CC(C(C2C=CC(OC)=CC=2)(C2C=CC=CC=2)[NH:10][C:11]2[O:12][C@H:13]([C:39]([F:42])([F:41])[F:40])[CH2:14][C@:15]([C:18]3[C:23]([F:24])=[CH:22][CH:21]=[C:20]([N:25]=C(C4C=CC=CC=4)C4C=CC=CC=4)[N:19]=3)([CH3:17])[N:16]=2)=CC=1.FC(F)(F)C(O)=O.Cl.C([O-])([O-])=O.[Na+].[Na+]. (3) The reactants are: Cl[C:2]1[N:7]=[C:6]([NH2:8])[CH:5]=[CH:4][N:3]=1.[CH3:9][O:10][C:11]1([CH3:17])[CH2:16][CH2:15][NH:14][CH2:13][CH2:12]1. Given the product [CH3:9][O:10][C:11]1([CH3:17])[CH2:16][CH2:15][N:14]([C:2]2[N:7]=[C:6]([NH2:8])[CH:5]=[CH:4][N:3]=2)[CH2:13][CH2:12]1, predict the reactants needed to synthesize it.